This data is from Catalyst prediction with 721,799 reactions and 888 catalyst types from USPTO. The task is: Predict which catalyst facilitates the given reaction. (1) Reactant: [Br:1][C:2]1[C:6]2[CH2:7][N:8]([C:11](=[O:13])[CH3:12])[CH2:9][CH2:10][C:5]=2[NH:4][N:3]=1.C1(C)C=CC(S(O)(=O)=O)=CC=1.[O:25]1[CH:30]=[CH:29][CH2:28][CH2:27][CH2:26]1. Product: [Br:1][C:2]1[C:6]2[CH2:7][N:8]([C:11](=[O:13])[CH3:12])[CH2:9][CH2:10][C:5]=2[N:4]([CH:26]2[CH2:27][CH2:28][CH2:29][CH2:30][O:25]2)[N:3]=1. The catalyst class is: 1. (2) Reactant: Cl[C:2]1[CH:8]=[CH:7][C:6]([CH3:9])=[CH:5][C:3]=1[NH2:4].C([O-])([O-])=O.[K+].[K+].[C:16](=[S:18])=[S:17].Cl. Product: [CH3:9][C:6]1[CH:7]=[CH:8][C:2]2[S:17][C:16]([SH:18])=[N:4][C:3]=2[CH:5]=1. The catalyst class is: 18. (3) Reactant: [F:1][C:2]([F:15])([F:14])[C:3]([C:6]1[CH:11]=[CH:10][CH:9]=[C:8]([O:12][CH3:13])[CH:7]=1)=[N:4][OH:5].[S:16](Cl)([C:19]1[CH:25]=[CH:24][C:22]([CH3:23])=[CH:21][CH:20]=1)(=[O:18])=[O:17].C(N(CC)CC)C.O. Product: [S:16]([C:19]1[CH:25]=[CH:24][C:22]([CH3:23])=[CH:21][CH:20]=1)([OH:5])(=[O:18])=[O:17].[F:1][C:2]([F:14])([F:15])[C:3]([C:6]1[CH:11]=[CH:10][CH:9]=[C:8]([O:12][CH3:13])[CH:7]=1)=[N:4][OH:5]. The catalyst class is: 172.